This data is from Reaction yield outcomes from USPTO patents with 853,638 reactions. The task is: Predict the reaction yield, written as a fraction of the theoretical maximum amount of product (1.0 means a 100% yield; for example, 0.34 means a 34% yield). (1) The product is [Br:1][C:2]1[CH:3]=[N:4][C:5]2[N:6]([CH:12]=[C:11]([CH2:10][Cl:9])[N:8]=2)[CH:7]=1. The catalyst is CN(C=O)C.C(OCC)(=O)C. The reactants are [Br:1][C:2]1[CH:3]=[N:4][C:5]([NH2:8])=[N:6][CH:7]=1.[Cl:9][CH2:10][C:11](=O)[CH2:12]Cl. The yield is 0.300. (2) The reactants are [C:1]([C:4]1[N:5]([CH3:34])[CH:6]=[C:7]([C:9]2[CH:14]=[CH:13][C:12]([CH2:15][C@H:16]([NH:20][C:21](=[O:33])[C:22]3[CH:27]=[CH:26][C:25]([O:28][CH:29]([CH3:31])[CH3:30])=[C:24]([Cl:32])[CH:23]=3)[CH2:17][CH2:18][OH:19])=[CH:11][CH:10]=2)[N:8]=1)(=[O:3])[CH3:2].[P:35](Cl)([O:39][CH3:40])([O:37][CH3:38])=[O:36].CCOC(C)=O.CO. The catalyst is C(Cl)Cl.CN(C1C=CN=CC=1)C. The product is [P:35]([O:39][CH3:40])([O:37][CH3:38])([O:19][CH2:18][CH2:17][C@@H:16]([NH:20][C:21]([C:22]1[CH:27]=[CH:26][C:25]([O:28][CH:29]([CH3:30])[CH3:31])=[C:24]([Cl:32])[CH:23]=1)=[O:33])[CH2:15][C:12]1[CH:13]=[CH:14][C:9]([C:7]2[N:8]=[C:4]([C:1](=[O:3])[CH3:2])[N:5]([CH3:34])[CH:6]=2)=[CH:10][CH:11]=1)=[O:36]. The yield is 0.770. (3) The reactants are C(O[C:6]([N:8]1[CH2:13][CH2:12][N:11](C2C(=O)N(CC(C)C)N=C(C3C=CC(C)=C(F)C=3)C=2C)[CH2:10][CH2:9]1)=O)(C)(C)C.[F:34][C:35]1[CH:40]=[C:39]([F:41])[CH:38]=[CH:37][C:36]=1[C:42]1[CH:43]=[C:44]([CH2:53]OS(C)(=O)=O)[C:45](=[O:52])[N:46]([CH2:48][CH:49]([CH3:51])[CH3:50])[N:47]=1.CN1CCNCC1. No catalyst specified. The product is [F:34][C:35]1[CH:40]=[C:39]([F:41])[CH:38]=[CH:37][C:36]=1[C:42]1[CH:43]=[C:44]([CH2:53][N:11]2[CH2:12][CH2:13][N:8]([CH3:6])[CH2:9][CH2:10]2)[C:45](=[O:52])[N:46]([CH2:48][CH:49]([CH3:51])[CH3:50])[N:47]=1. The yield is 0.940. (4) The reactants are Br[C:2]1[CH:7]=[CH:6][C:5]2[O:8][CH2:9][O:10][C:4]=2[CH:3]=1.[CH2:11]([NH:17]C1C=CC=CC=1)[C:12]1[O:16][CH:15]=[CH:14][CH:13]=1. The yield is 0.870. No catalyst specified. The product is [CH2:9]1[O:8][C:5]2[CH:6]=[CH:7][C:2]([NH:17][CH2:11][C:12]3[O:16][CH:15]=[CH:14][CH:13]=3)=[CH:3][C:4]=2[O:10]1. (5) The reactants are [CH:1]([C:4]1[CH:9]=[CH:8][CH:7]=[C:6]([C:10]2[CH:15]=[CH:14][CH:13]=[CH:12][CH:11]=2)[C:5]=1[O:16]C)([CH3:3])[CH3:2].O.C(OCC)C. The catalyst is C(Cl)Cl. The product is [CH:1]([C:4]1[CH:9]=[CH:8][CH:7]=[C:6]([C:10]2[CH:15]=[CH:14][CH:13]=[CH:12][CH:11]=2)[C:5]=1[OH:16])([CH3:3])[CH3:2]. The yield is 0.940. (6) The reactants are C(OC([N:8]1[CH2:13][CH2:12][CH:11]([CH2:14][NH:15][C:16]2[N:21]3[N:22]=[CH:23][C:24]([Br:25])=[C:20]3[N:19]=[C:18]([C:26]3[CH:31]=[CH:30][CH:29]=[CH:28][C:27]=3[Cl:32])[CH:17]=2)[CH2:10][CH2:9]1)=O)(C)(C)C.S(=O)(=O)(O)O. The catalyst is CO.O1CCOCC1. The product is [Br:25][C:24]1[CH:23]=[N:22][N:21]2[C:16]([NH:15][CH2:14][CH:11]3[CH2:10][CH2:9][NH:8][CH2:13][CH2:12]3)=[CH:17][C:18]([C:26]3[CH:31]=[CH:30][CH:29]=[CH:28][C:27]=3[Cl:32])=[N:19][C:20]=12. The yield is 0.880. (7) The reactants are C([O:5][C:6](=[O:51])[C:7]([O:10]/[N:11]=[C:12](/[C:38]1[N:39]=[C:40]([NH:43]C(OC(C)(C)C)=O)[S:41][CH:42]=1)\[C:13]([NH:15][C@@H:16]1[C:19](=[O:20])[N:18]([S:21]([O-:24])(=[O:23])=[O:22])[C@@H:17]1[CH2:25][N:26]1[CH:30]=[C:29]([C:31]2[CH:36]=[CH:35][N+:34]([CH3:37])=[CH:33][CH:32]=2)[N:28]=[N:27]1)=[O:14])([CH3:9])[CH3:8])(C)(C)C.C(O)(C(F)(F)F)=O. The catalyst is C(Cl)Cl. The product is [NH2:43][C:40]1[S:41][CH:42]=[C:38](/[C:12](=[N:11]/[O:10][C:7]([C:6]([OH:51])=[O:5])([CH3:8])[CH3:9])/[C:13]([NH:15][C@@H:16]2[C:19](=[O:20])[N:18]([S:21]([O-:24])(=[O:22])=[O:23])[C@@H:17]2[CH2:25][N:26]2[CH:30]=[C:29]([C:31]3[CH:32]=[CH:33][N+:34]([CH3:37])=[CH:35][CH:36]=3)[N:28]=[N:27]2)=[O:14])[N:39]=1. The yield is 0.410.